Task: Predict the reactants needed to synthesize the given product.. Dataset: Full USPTO retrosynthesis dataset with 1.9M reactions from patents (1976-2016) (1) Given the product [C:1]([O:5][C@@H:6]([C:12]1[C:13]([CH3:45])=[N:14][C:15]2[N:16]([N:30]=[C:31]([C:33](=[O:44])[NH:34][CH2:35][C:36]3[CH:41]=[CH:40][C:39]([F:42])=[C:38]([CH3:43])[CH:37]=3)[C:32]=2[F:47])[C:17]=1[C:18]1[C:19]([CH3:29])=[C:20]2[C:25](=[C:26]([F:28])[CH:27]=1)[O:24][CH2:23][CH2:22][CH2:21]2)[C:7]([O:9][CH2:10][CH3:11])=[O:8])([CH3:4])([CH3:3])[CH3:2], predict the reactants needed to synthesize it. The reactants are: [C:1]([O:5][C@@H:6]([C:12]1[C:13]([CH3:45])=[N:14][C:15]2[N:16]([N:30]=[C:31]([C:33](=[O:44])[NH:34][CH2:35][C:36]3[CH:41]=[CH:40][C:39]([F:42])=[C:38]([CH3:43])[CH:37]=3)[CH:32]=2)[C:17]=1[C:18]1[C:19]([CH3:29])=[C:20]2[C:25](=[C:26]([F:28])[CH:27]=1)[O:24][CH2:23][CH2:22][CH2:21]2)[C:7]([O:9][CH2:10][CH3:11])=[O:8])([CH3:4])([CH3:3])[CH3:2].[B-](F)(F)(F)[F:47].[B-](F)(F)(F)F.C1[N+]2(CCl)CC[N+](F)(CC2)C1. (2) Given the product [OH:37][CH2:36][CH2:35][N:34]([CH3:33])[C:4](=[O:6])[CH2:3][S@:7](=[O:8])([C:27]1[CH:32]=[CH:31][CH:30]=[CH:29][CH:28]=1)=[N:9][C:10](=[O:11])[C:12]1[CH:17]=[C:16]([C:18]#[C:19][C:20]2[CH:25]=[CH:24][CH:23]=[C:22]([OH:26])[CH:21]=2)[CH:15]=[N:14][CH:13]=1, predict the reactants needed to synthesize it. The reactants are: C([C@H:3]([S:7]([C:27]1[CH:32]=[CH:31][CH:30]=[CH:29][CH:28]=1)(=[N:9][C:10]([C:12]1[CH:13]=[N:14][CH:15]=[C:16]([C:18]#[C:19][C:20]2[CH:25]=[CH:24][CH:23]=[C:22]([OH:26])[CH:21]=2)[CH:17]=1)=[O:11])=[O:8])[C:4]([O-:6])=O)C.[CH3:33][NH:34][CH2:35][CH2:36][OH:37]. (3) Given the product [CH3:32][N:28]1[CH:29]=[CH:30][N:31]=[C:27]1[C:7]([C:21]1[CH:26]=[CH:25][CH:24]=[CH:23][CH:22]=1)=[C:8]1[CH2:9][CH2:10][NH:11][CH2:12][CH2:13]1, predict the reactants needed to synthesize it. The reactants are: OS(O)(=O)=O.O[C:7]([C:27]1[N:28]([CH3:32])[CH:29]=[CH:30][N:31]=1)([C:21]1[CH:26]=[CH:25][CH:24]=[CH:23][CH:22]=1)[CH:8]1[CH2:13][CH2:12][N:11](C(OC(C)(C)C)=O)[CH2:10][CH2:9]1.[OH-].[NH4+]. (4) Given the product [C:1]([O:5][C:6]([CH2:8][CH:9]([NH:24][C:25](=[O:39])[CH:26]([N:28]1[CH:37]=[CH:36][C:35]2[C:30](=[CH:31][CH:32]=[CH:33][CH:34]=2)[C:29]1=[O:38])[CH3:27])[C:10](=[O:23])[CH2:11][O:12][C:13](=[O:22])[C:14]1[C:19]([Cl:20])=[CH:18][CH:17]=[CH:16][C:15]=1[Cl:21])=[O:7])([CH3:2])([CH3:3])[CH3:4], predict the reactants needed to synthesize it. The reactants are: [C:1]([O:5][C:6]([CH2:8][CH:9]([NH:24][C:25](=[O:39])[CH:26]([N:28]1[CH:37]=[CH:36][C:35]2[C:30](=[CH:31][CH:32]=[CH:33][CH:34]=2)[C:29]1=[O:38])[CH3:27])[CH:10]([OH:23])[CH2:11][O:12][C:13](=[O:22])[C:14]1[C:19]([Cl:20])=[CH:18][CH:17]=[CH:16][C:15]=1[Cl:21])=[O:7])([CH3:4])([CH3:3])[CH3:2].CC(OI1(OC(C)=O)(OC(C)=O)OC(=O)C2C1=CC=CC=2)=O.C(=O)([O-])O.[Na+].S([O-])([O-])(=O)=S.[Na+].[Na+]. (5) Given the product [Br:6][C:7]1[CH:8]=[C:9]2[NH:14][C:4]([CH:1]3[CH2:3][CH2:2]3)=[N:13][C:10]2=[N:11][CH:12]=1, predict the reactants needed to synthesize it. The reactants are: [CH:1]1([CH:4]=O)[CH2:3][CH2:2]1.[Br:6][C:7]1[CH:8]=[C:9]([NH2:14])[C:10]([NH2:13])=[N:11][CH:12]=1.